From a dataset of Full USPTO retrosynthesis dataset with 1.9M reactions from patents (1976-2016). Predict the reactants needed to synthesize the given product. (1) Given the product [Cl:13][C:8]1[CH:7]=[C:6]([CH3:14])[C:5]2[C:10](=[CH:11][CH:12]=[C:3]([CH2:2][O:15][CH3:17])[CH:4]=2)[N:9]=1, predict the reactants needed to synthesize it. The reactants are: Br[CH2:2][C:3]1[CH:4]=[C:5]2[C:10](=[CH:11][CH:12]=1)[N:9]=[C:8]([Cl:13])[CH:7]=[C:6]2[CH3:14].[OH-:15].[Na+].[CH3:17]O. (2) Given the product [Cl:1][C:2]1[CH:10]=[C:9]2[C:5]([C:6]([C:11]([N:13]3[CH2:18][CH2:17][C:16]4([C:22]5[CH:23]=[CH:24][C:25]([F:27])=[CH:26][C:21]=5[C:20](=[O:28])[O:19]4)[CH2:15][CH2:14]3)=[O:12])=[CH:7][N:8]2[CH2:30][C:31]2([CH2:34][O:35][CH3:36])[CH2:33][CH2:32]2)=[CH:4][CH:3]=1, predict the reactants needed to synthesize it. The reactants are: [Cl:1][C:2]1[CH:10]=[C:9]2[C:5]([C:6]([C:11]([N:13]3[CH2:18][CH2:17][C:16]4([C:22]5[CH:23]=[CH:24][C:25]([F:27])=[CH:26][C:21]=5[C:20](=[O:28])[O:19]4)[CH2:15][CH2:14]3)=[O:12])=[CH:7][NH:8]2)=[CH:4][CH:3]=1.Br[CH2:30][C:31]1([CH2:34][O:35][CH3:36])[CH2:33][CH2:32]1. (3) Given the product [Si:33]([O:32][C@H:31]([C:40]1[CH:49]=[CH:48][C:47]([OH:50])=[C:46]2[C:41]=1[CH:42]=[CH:43][C:44](=[O:51])[NH:45]2)[CH2:30][NH:29][CH2:24][C:23]1[CH:26]=[CH:27][CH:28]=[C:21]([CH2:20][N:17]2[CH2:16][CH2:15][C:13]3([O:12][CH2:11][CH2:10][N:9]([C:7]([C:5]4[N:6]=[C:2]([CH3:1])[S:3][CH:4]=4)=[O:8])[CH2:14]3)[CH2:19][CH2:18]2)[CH:22]=1)([C:36]([CH3:39])([CH3:38])[CH3:37])([CH3:35])[CH3:34], predict the reactants needed to synthesize it. The reactants are: [CH3:1][C:2]1[S:3][CH:4]=[C:5]([C:7]([N:9]2[CH2:14][C:13]3([CH2:19][CH2:18][N:17]([CH2:20][C:21]4[CH:22]=[C:23]([CH:26]=[CH:27][CH:28]=4)[CH:24]=O)[CH2:16][CH2:15]3)[O:12][CH2:11][CH2:10]2)=[O:8])[N:6]=1.[NH2:29][CH2:30][C@@H:31]([C:40]1[CH:49]=[CH:48][C:47]([OH:50])=[C:46]2[C:41]=1[CH:42]=[CH:43][C:44](=[O:51])[NH:45]2)[O:32][Si:33]([C:36]([CH3:39])([CH3:38])[CH3:37])([CH3:35])[CH3:34].C(O)(=O)C.C(O[BH-](OC(=O)C)OC(=O)C)(=O)C.[Na+]. (4) Given the product [Cl:13][C:11]([O:10][CH:8]([C:5]1[CH:6]=[CH:7][C:2]([Cl:1])=[CH:3][CH:4]=1)[CH3:9])=[O:12], predict the reactants needed to synthesize it. The reactants are: [Cl:1][C:2]1[CH:7]=[CH:6][C:5]([CH:8]([OH:10])[CH3:9])=[CH:4][CH:3]=1.[C:11](Cl)([Cl:13])=[O:12]. (5) Given the product [CH2:5]([O:12][C@@H:13]1[CH2:18][CH2:17][C@H:16]([C:19](=[O:21])[CH2:20][CH2:2][CH3:3])[CH2:15][CH2:14]1)[C:6]1[CH:11]=[CH:10][CH:9]=[CH:8][CH:7]=1, predict the reactants needed to synthesize it. The reactants are: Br[CH2:2][CH2:3]C.[CH2:5]([O:12][C@@H:13]1[CH2:18][CH2:17][C@H:16]([C:19](=[O:21])[CH3:20])[CH2:15][CH2:14]1)[C:6]1[CH:11]=[CH:10][CH:9]=[CH:8][CH:7]=1.